This data is from HIV replication inhibition screening data with 41,000+ compounds from the AIDS Antiviral Screen. The task is: Binary Classification. Given a drug SMILES string, predict its activity (active/inactive) in a high-throughput screening assay against a specified biological target. The compound is COC(=O)CNC(=O)CCSc1nnc(COc2ccc(Cl)cc2)n1-c1ccccc1. The result is 0 (inactive).